This data is from Forward reaction prediction with 1.9M reactions from USPTO patents (1976-2016). The task is: Predict the product of the given reaction. Given the reactants [C:1]([O:5][C:6]([CH2:8][O:9][CH:10]1[CH:14]([OH:15])[CH2:13][N:12]([C:16](=[O:35])[C@H:17]([CH2:31][CH:32]([CH3:34])[CH3:33])[NH:18][C:19]([C:21]2[CH:30]=[CH:29][C:28]3[C:23](=[CH:24][CH:25]=[CH:26][CH:27]=3)[N:22]=2)=[O:20])[CH2:11]1)=[O:7])([CH3:4])([CH3:3])[CH3:2].CC(OI1(OC(C)=O)(OC(C)=O)OC(=O)C2C=CC=CC1=2)=O.CCCCCC.C(OCC)(=O)C, predict the reaction product. The product is: [C:1]([O:5][C:6]([CH2:8][O:9][CH:10]1[C:14](=[O:15])[CH2:13][N:12]([C:16](=[O:35])[C@H:17]([CH2:31][CH:32]([CH3:33])[CH3:34])[NH:18][C:19]([C:21]2[CH:30]=[CH:29][C:28]3[C:23](=[CH:24][CH:25]=[CH:26][CH:27]=3)[N:22]=2)=[O:20])[CH2:11]1)=[O:7])([CH3:4])([CH3:3])[CH3:2].